This data is from Catalyst prediction with 721,799 reactions and 888 catalyst types from USPTO. The task is: Predict which catalyst facilitates the given reaction. (1) Reactant: [Br:1][C:2]1[CH:7]=[C:6]([Cl:8])[CH:5]=[C:4](F)[C:3]=1[Cl:10].[CH3:11][O-:12].[Na+]. Product: [Br:1][C:2]1[CH:7]=[C:6]([Cl:8])[CH:5]=[C:4]([O:12][CH3:11])[C:3]=1[Cl:10]. The catalyst class is: 5. (2) Reactant: C([SiH](CC)CC)C.[CH2:8]([O:10][C:11]([C:13]1[NH:14][CH:15]=[C:16]([C:18](=O)[CH2:19][C:20]2[CH:25]=[CH:24][CH:23]=[CH:22][C:21]=2[Br:26])[CH:17]=1)=[O:12])[CH3:9]. Product: [CH2:8]([O:10][C:11]([C:13]1[NH:14][CH:15]=[C:16]([CH2:18][CH2:19][C:20]2[CH:25]=[CH:24][CH:23]=[CH:22][C:21]=2[Br:26])[CH:17]=1)=[O:12])[CH3:9]. The catalyst class is: 55. (3) Reactant: [CH3:1][O:2][C:3]1[CH:29]=[C:28]([O:30][CH3:31])[CH:27]=[CH:26][C:4]=1[CH2:5][NH:6][C:7]1[N:16]2[N:17]=[C:18]([CH2:20][CH:21]([OH:23])[CH3:22])[N:19]=[C:15]2[C:14]2[CH:13]=[CH:12][CH:11]=[C:10]([O:24][CH3:25])[C:9]=2[N:8]=1.C(N(CC)CC)C.[C:39]1([CH3:49])[CH:44]=[CH:43][C:42]([S:45](Cl)(=[O:47])=[O:46])=[CH:41][CH:40]=1. Product: [CH3:49][C:39]1[CH:44]=[CH:43][C:42]([S:45]([O:23][CH:21]([CH3:22])[CH2:20][C:18]2[N:19]=[C:15]3[N:16]([C:7]([NH:6][CH2:5][C:4]4[CH:26]=[CH:27][C:28]([O:30][CH3:31])=[CH:29][C:3]=4[O:2][CH3:1])=[N:8][C:9]4[C:10]([O:24][CH3:25])=[CH:11][CH:12]=[CH:13][C:14]=43)[N:17]=2)(=[O:47])=[O:46])=[CH:41][CH:40]=1. The catalyst class is: 64. (4) Reactant: [Cl:1][C:2]1[C:7](=[O:8])[NH:6][CH:5]=[C:4]([C:9]([O:11][CH3:12])=[O:10])[CH:3]=1.[H-].[Na+].FS([C:19](C(O)=O)([F:21])[F:20])(=O)=O.O. Product: [Cl:1][C:2]1[C:7]([O:8][CH:19]([F:21])[F:20])=[N:6][CH:5]=[C:4]([CH:3]=1)[C:9]([O:11][CH3:12])=[O:10]. The catalyst class is: 23. (5) Reactant: [NH2:1][C@H:2]([CH2:13][O:14][CH3:15])[C:3]([NH:5][CH2:6][C:7]1[CH:12]=[CH:11][CH:10]=[CH:9][CH:8]=1)=[O:4].C(N(CC)CC)C.[C:23](OCC)(=[O:25])[CH3:24].C(OC(=O)C)(=O)C. Product: [C:23]([NH:1][C@H:2]([CH2:13][O:14][CH3:15])[C:3]([NH:5][CH2:6][C:7]1[CH:12]=[CH:11][CH:10]=[CH:9][CH:8]=1)=[O:4])(=[O:25])[CH3:24]. The catalyst class is: 244. (6) Reactant: C([O:4][C@H:5]1[C@@H:10]([O:11]C(=O)C)[C@H:9]([O:15]C(=O)C)[C@@H:8]([CH2:19][O:20]C(=O)C)[O:7][C@@H:6]1[O:24][C:25]1[CH:30]=[CH:29][C:28]([C:31]2[CH:36]=[CH:35][C:34]([C:37]([O:39]C)=[O:38])=[CH:33][CH:32]=2)=[CH:27][CH:26]=1)(=O)C.C[O-].[Na+].O.[Li+].[OH-]. Product: [C@H:6]1([O:24][C:25]2[CH:26]=[CH:27][C:28]([C:31]3[CH:36]=[CH:35][C:34]([C:37]([OH:39])=[O:38])=[CH:33][CH:32]=3)=[CH:29][CH:30]=2)[O:7][C@H:8]([CH2:19][OH:20])[C@@H:9]([OH:15])[C@H:10]([OH:11])[C@@H:5]1[OH:4]. The catalyst class is: 5. (7) Reactant: [CH2:1]([O:3][C:4]([C:6]([CH3:17])=[CH:7][C:8]1[CH:16]=[CH:15][CH:14]=[CH:13][C:9]=1[C:10]([OH:12])=O)=[O:5])[CH3:2].C(N(CC)CC)C.F[B-](F)(F)F.C(C(=NOC(N(C)C)=[N+](C)C)C(OCC)=O)#N.[CH2:47]([NH2:51])[CH2:48][CH2:49][CH3:50]. Product: [CH2:47]([NH:51][C:10]([C:9]1[CH:13]=[CH:14][CH:15]=[CH:16][C:8]=1[CH:7]=[C:6]([CH3:17])[C:4]([O:3][CH2:1][CH3:2])=[O:5])=[O:12])[CH2:48][CH2:49][CH3:50]. The catalyst class is: 9.